Dataset: NCI-60 drug combinations with 297,098 pairs across 59 cell lines. Task: Regression. Given two drug SMILES strings and cell line genomic features, predict the synergy score measuring deviation from expected non-interaction effect. (1) Drug 1: CN(CCCl)CCCl.Cl. Drug 2: C1C(C(OC1N2C=NC3=C2NC=NCC3O)CO)O. Cell line: HT29. Synergy scores: CSS=27.8, Synergy_ZIP=-6.98, Synergy_Bliss=-4.72, Synergy_Loewe=-1.87, Synergy_HSA=-3.39. (2) Drug 1: C1=NC2=C(N=C(N=C2N1C3C(C(C(O3)CO)O)O)F)N. Drug 2: C1CNP(=O)(OC1)N(CCCl)CCCl. Cell line: SW-620. Synergy scores: CSS=-4.16, Synergy_ZIP=1.65, Synergy_Bliss=0.529, Synergy_Loewe=-2.86, Synergy_HSA=-2.98. (3) Drug 1: CCN(CC)CCNC(=O)C1=C(NC(=C1C)C=C2C3=C(C=CC(=C3)F)NC2=O)C. Drug 2: C1CN(P(=O)(OC1)NCCCl)CCCl. Cell line: RXF 393. Synergy scores: CSS=-0.315, Synergy_ZIP=-0.784, Synergy_Bliss=-1.96, Synergy_Loewe=-3.13, Synergy_HSA=-3.12.